From a dataset of Reaction yield outcomes from USPTO patents with 853,638 reactions. Predict the reaction yield, written as a fraction of the theoretical maximum amount of product (1.0 means a 100% yield; for example, 0.34 means a 34% yield). The catalyst is CCO.[Pd]. The yield is 0.830. The product is [C:1]([O:5][C:6](=[O:22])[NH:7][CH2:8][CH:9]([NH2:10])[CH:19]1[CH2:20][CH2:21]1)([CH3:4])([CH3:2])[CH3:3]. The reactants are [C:1]([O:5][C:6](=[O:22])[NH:7][CH2:8][CH:9]([CH:19]1[CH2:21][CH2:20]1)[NH:10]C(C1C=CC=CC=1)C)([CH3:4])([CH3:3])[CH3:2].